Dataset: Reaction yield outcomes from USPTO patents with 853,638 reactions. Task: Predict the reaction yield, written as a fraction of the theoretical maximum amount of product (1.0 means a 100% yield; for example, 0.34 means a 34% yield). (1) The reactants are C([O:4][CH2:5][C:6]1[CH:11]=[C:10]([N:12]([C:23]([O:25][C:26]([CH3:29])([CH3:28])[CH3:27])=[O:24])[C:13]2[CH:18]=[CH:17][C:16]([C:19]#[N:20])=[C:15]([O:21][CH3:22])[N:14]=2)[CH:9]=[CH:8][C:7]=1[B:30]1OC(C)(C)C(C)(C)[O:31]1)(=O)C.[OH-].[Na+].Cl. The catalyst is CO. The product is [C:19]([C:16]1[CH:17]=[CH:18][C:13]([N:12]([C:10]2[CH:9]=[CH:8][C:7]3[B:30]([OH:31])[O:4][CH2:5][C:6]=3[CH:11]=2)[C:23](=[O:24])[O:25][C:26]([CH3:27])([CH3:29])[CH3:28])=[N:14][C:15]=1[O:21][CH3:22])#[N:20]. The yield is 0.890. (2) The yield is 0.950. The reactants are [CH3:1][O:2][C:3](=[NH:10])[C:4]1[CH:9]=[CH:8][CH:7]=[CH:6][CH:5]=1.[CH2:11]([N:13]=[C:14]=[O:15])[CH3:12]. No catalyst specified. The product is [CH2:11]([NH:13][C:14]([N:10]=[C:3]([O:2][CH3:1])[C:4]1[CH:9]=[CH:8][CH:7]=[CH:6][CH:5]=1)=[O:15])[CH3:12]. (3) The yield is 0.260. The product is [Cl:1][C:2]1[CH:7]=[CH:6][C:5]([C:8]2[N:10]=[N:11][S:28][CH:9]=2)=[C:4]([C:19]2[CH:24]=[C:23]([O:25][CH3:26])[N:22]=[CH:21][N:20]=2)[CH:3]=1. The catalyst is CO. The reactants are [Cl:1][C:2]1[CH:7]=[CH:6][C:5]([C:8]([N:10](C(NN)=O)[NH:11]OCC)=[CH2:9])=[C:4]([C:19]2[CH:24]=[C:23]([O:25][CH3:26])[N:22]=[CH:21][N:20]=2)[CH:3]=1.O=[S:28](Cl)Cl. (4) The yield is 0.930. The reactants are [CH3:1][C:2]1[C:3](/[C:7](=[N:14]\[O:15][CH2:16][C:17]2[N:22]=[C:21]([NH2:23])[CH:20]=[CH:19][CH:18]=2)/[C:8]2[CH:13]=[CH:12][CH:11]=[CH:10][CH:9]=2)=[N:4][S:5][N:6]=1.N1C=CC=CC=1.[C:30](Cl)(=[O:36])[O:31][CH2:32][C:33]#[C:34][CH3:35]. The product is [CH3:1][C:2]1[C:3]([C:7](=[N:14][O:15][CH2:16][C:17]2[N:22]=[C:21]([NH:23][C:30](=[O:36])[O:31][CH2:32][C:33]#[C:34][CH3:35])[CH:20]=[CH:19][CH:18]=2)[C:8]2[CH:9]=[CH:10][CH:11]=[CH:12][CH:13]=2)=[N:4][S:5][N:6]=1. The catalyst is O1CCOCC1.C(Cl)Cl.O. (5) The reactants are Cl[C:2]1[C:11]2[C:6](=[CH:7][C:8]([O:14][CH3:15])=[C:9]([O:12][CH3:13])[CH:10]=2)[N:5]=[CH:4][C:3]=1[C:16]#[N:17].C(OC(=O)[NH:24][CH:25]1[CH2:29][CH2:28][NH:27][CH2:26]1)(C)(C)C.C(O)(C(F)(F)F)=O. The catalyst is C(O)(C)C. The product is [NH2:24][CH:25]1[CH2:29][CH2:28][N:27]([C:2]2[C:11]3[C:6](=[CH:7][C:8]([O:14][CH3:15])=[C:9]([O:12][CH3:13])[CH:10]=3)[N:5]=[CH:4][C:3]=2[C:16]#[N:17])[CH2:26]1. The yield is 0.740.